This data is from Forward reaction prediction with 1.9M reactions from USPTO patents (1976-2016). The task is: Predict the product of the given reaction. (1) Given the reactants [C:1]([C:5]1[CH:10]=[CH:9][C:8]([NH:11][C:12](=[O:14])[CH3:13])=[CH:7][CH:6]=1)([CH3:4])([CH3:3])[CH3:2].C(OC(=O)C)(=O)C.[N+:22]([O-])([OH:24])=[O:23], predict the reaction product. The product is: [C:1]([C:5]1[CH:10]=[CH:9][C:8]([NH:11][C:12](=[O:14])[CH3:13])=[C:7]([N+:22]([O-:24])=[O:23])[CH:6]=1)([CH3:4])([CH3:2])[CH3:3]. (2) Given the reactants F[C:2]1[C:11]2[C:10](=[O:12])[O:9][C:8](=[O:13])[NH:7][C:6]=2[CH:5]=[CH:4][CH:3]=1.NC1C=CC=C([Cl:24])C=1C(O)=O, predict the reaction product. The product is: [Cl:24][C:2]1[C:11]2[C:10](=[O:12])[O:9][C:8](=[O:13])[NH:7][C:6]=2[CH:5]=[CH:4][CH:3]=1.